The task is: Predict the product of the given reaction.. This data is from Forward reaction prediction with 1.9M reactions from USPTO patents (1976-2016). Given the reactants [CH:1]12[O:10][CH:7]([CH2:8][CH2:9]1)[CH:6]1[CH:2]2[C:3](=[O:12])[CH2:4][C:5]1=[O:11].[CH3:13]O, predict the reaction product. The product is: [CH3:13][O:12][C:3]1[CH:2]2[CH:6]([CH:7]3[O:10][CH:1]2[CH2:9][CH2:8]3)[C:5](=[O:11])[CH:4]=1.